Dataset: Catalyst prediction with 721,799 reactions and 888 catalyst types from USPTO. Task: Predict which catalyst facilitates the given reaction. (1) Product: [CH3:27][O:28][C:29]1[CH:30]=[C:31]2[C:36](=[CH:37][C:38]=1[O:39][CH3:40])[N:35]=[CH:34][CH:33]=[C:32]2[O:41][C:42]1[CH:48]=[CH:47][C:45]([NH:46][C:60]([NH:59][C:57](=[O:58])[C:51]2[CH:52]=[CH:53][C:54]([CH3:56])=[CH:55][C:50]=2[CH3:49])=[S:61])=[CH:44][CH:43]=1. The catalyst class is: 234. Reactant: S(Cl)(Cl)=O.CC1C=C(C)C=CC=1C(O)=O.CC1C=C(C)C=CC=1C(Cl)=O.[CH3:27][O:28][C:29]1[CH:30]=[C:31]2[C:36](=[CH:37][C:38]=1[O:39][CH3:40])[N:35]=[CH:34][CH:33]=[C:32]2[O:41][C:42]1[CH:48]=[CH:47][C:45]([NH2:46])=[CH:44][CH:43]=1.[CH3:49][C:50]1[CH:55]=[C:54]([CH3:56])[CH:53]=[CH:52][C:51]=1[C:57]([N:59]=[C:60]=[S:61])=[O:58]. (2) Reactant: [CH3:1][CH:2]([C:8]([CH:10]([F:12])[F:11])=O)[C:3](OCC)=[O:4].Cl.[CH:14]([NH2:16])=[NH:15].C(O)C.C[O-].[Na+]. Product: [F:11][CH:10]([F:12])[C:8]1[N:16]=[CH:14][N:15]=[C:3]([OH:4])[C:2]=1[CH3:1]. The catalyst class is: 6. (3) Reactant: C([N:8]1[CH2:13][CH2:12][C:11]([CH2:20][N:21]2[CH2:26][CH2:25][N:24]([CH3:27])[CH2:23][CH2:22]2)([C:14]2[CH:19]=[CH:18][CH:17]=[CH:16][CH:15]=2)[CH2:10][CH2:9]1)C1C=CC=CC=1.[H][H]. Product: [CH3:27][N:24]1[CH2:25][CH2:26][N:21]([CH2:20][C:11]2([C:14]3[CH:19]=[CH:18][CH:17]=[CH:16][CH:15]=3)[CH2:10][CH2:9][NH:8][CH2:13][CH2:12]2)[CH2:22][CH2:23]1. The catalyst class is: 19. (4) Reactant: [C:1]([O:4][CH2:5][CH2:6][NH:7][C@H:8]1[C:16]2[C:11](=[C:12]([C:17]3[N:21]=[C:20]([C:22]4[CH:27]=[CH:26][C:25]([O:28][CH:29]([CH3:31])[CH3:30])=[C:24]([C:32]#[N:33])[CH:23]=4)[O:19][N:18]=3)[CH:13]=[CH:14][CH:15]=2)[CH2:10][CH2:9]1)(=[O:3])[CH3:2].[CH3:34][S:35](Cl)(=[O:37])=[O:36].C(N(CC)CC)C. Product: [C:1]([O:4][CH2:5][CH2:6][N:7]([C@H:8]1[C:16]2[C:11](=[C:12]([C:17]3[N:21]=[C:20]([C:22]4[CH:27]=[CH:26][C:25]([O:28][CH:29]([CH3:31])[CH3:30])=[C:24]([C:32]#[N:33])[CH:23]=4)[O:19][N:18]=3)[CH:13]=[CH:14][CH:15]=2)[CH2:10][CH2:9]1)[S:35]([CH3:34])(=[O:37])=[O:36])(=[O:3])[CH3:2]. The catalyst class is: 2. (5) Reactant: [Br:1][C:2]1[N:3]=[CH:4][NH:5][CH:6]=1.[H-].[Na+].[C:9]([O:13][C:14]([N:16]1C(C2C=CC(C#N)=CC=2)O1)=[O:15])([CH3:12])([CH3:11])[CH3:10]. Product: [C:9]([O:13][C:14](=[O:15])[NH:16][N:5]1[CH:6]=[C:2]([Br:1])[N:3]=[CH:4]1)([CH3:12])([CH3:11])[CH3:10]. The catalyst class is: 9. (6) Reactant: [CH3:1][O:2][C:3]1[C:4](=[O:36])[C:5]([CH3:35])=[C:6]([CH2:12][C:13]2[CH:14]=[CH:15][C:16]([O:31]C(=O)C)=[C:17]([CH:30]=2)[C:18]([NH:20][C:21]2[CH:26]=[CH:25][C:24]([CH2:27][C:28]#[N:29])=[CH:23][CH:22]=2)=[O:19])[C:7](=[O:11])[C:8]=1[O:9][CH3:10].C(=O)([O-])O.[Na+]. Product: [CH3:1][O:2][C:3]1[C:4](=[O:36])[C:5]([CH3:35])=[C:6]([CH2:12][C:13]2[CH:14]=[CH:15][C:16]([OH:31])=[C:17]([CH:30]=2)[C:18]([NH:20][C:21]2[CH:22]=[CH:23][C:24]([CH2:27][C:28]#[N:29])=[CH:25][CH:26]=2)=[O:19])[C:7](=[O:11])[C:8]=1[O:9][CH3:10]. The catalyst class is: 24. (7) Reactant: [C:1]([C:5]1[N:10]=[C:9]([O:11]C)[C:8]([CH2:13][N:14]2[C:19](=[O:20])[C:18]([O:21][C:22]3[CH:23]=[C:24]([CH:27]=[C:28]([Cl:30])[CH:29]=3)[C:25]#[N:26])=[C:17]([C:31]([F:34])([F:33])[F:32])[N:16]=[CH:15]2)=[CH:7][N:6]=1)([CH3:4])([CH3:3])[CH3:2].C[Si](Cl)(C)C. Product: [C:1]([C:5]1[NH:10][C:9](=[O:11])[C:8]([CH2:13][N:14]2[C:19](=[O:20])[C:18]([O:21][C:22]3[CH:23]=[C:24]([CH:27]=[C:28]([Cl:30])[CH:29]=3)[C:25]#[N:26])=[C:17]([C:31]([F:33])([F:34])[F:32])[N:16]=[CH:15]2)=[CH:7][N:6]=1)([CH3:4])([CH3:2])[CH3:3]. The catalyst class is: 10.